Regression. Given a target protein amino acid sequence and a drug SMILES string, predict the binding affinity score between them. We predict pIC50 (pIC50 = -log10(IC50 in M); higher means more potent). Dataset: bindingdb_ic50. From a dataset of Drug-target binding data from BindingDB using IC50 measurements. (1) The small molecule is CCN(CC)CCOc1ccc(/C(=C(/CCCO)c2ccccc2)c2ccc(O)cc2)cc1.Cl. The target protein (P62508) has sequence MDSVELCLPESFSLHYEEELLCRMSNKDRHIDSSCSSFIKTEPSSPASLTDSVNHHSPGGSSDASGSYSSTMNGHQNGLDSPPLYPSAPILGGSGPVRKLYDDCSSTIVEDPQTKCEYMLNSMPKRLCLVCGDIASGYHYGVASCEACKAFFKRTIQGNIEYSCPATNECEITKRRRKSCQACRFMKCLKVGMLKEGVRLDRVRGGRQKYKRRIDAENSPYLNPQLVQPAKKPYNKIVSHLLVAEPEKIYAMPDPTVPDSDIKALTTLCDLADRELVVIIGWAKHIPGFSTLSLADQMSLLQSAWMEILILGVVYRSLSFEDELVYADDYIMDEDQSKLAGLLDLNNAILQLVKKYKSMKLEKEEFVTLKAIALANSDSMHIEDVEAVQKLQDVLHEALQDYEAGQHMEDPRRAGKMLMTLPLLRQTSTKAVQHFYNIKLEGKVPMHKLFLEMLEAKV. The pIC50 is 7.1. (2) The small molecule is CC(C)C[C@H]1CC(=O)N[C@@H](C)C(=O)N[C@@H](CCCCCC(=O)C(F)(F)F)C(=O)N[C@@H](Cc2c[nH]c3ccccc23)C(=O)N1. The target protein (Q9UBN7) has sequence MTSTGQDSTTTRQRRSRQNPQSPPQDSSVTSKRNIKKGAVPRSIPNLAEVKKKGKMKKLGQAMEEDLIVGLQGMDLNLEAEALAGTGLVLDEQLNEFHCLWDDSFPEGPERLHAIKEQLIQEGLLDRCVSFQARFAEKEELMLVHSLEYIDLMETTQYMNEGELRVLADTYDSVYLHPNSYSCACLASGSVLRLVDAVLGAEIRNGMAIIRPPGHHAQHSLMDGYCMFNHVAVAARYAQQKHRIRRVLIVDWDVHHGQGTQFTFDQDPSVLYFSIHRYEQGRFWPHLKASNWSTTGFGQGQGYTINVPWNQVGMRDADYIAAFLHVLLPVALEFQPQLVLVAAGFDALQGDPKGEMAATPAGFAQLTHLLMGLAGGKLILSLEGGYNLRALAEGVSASLHTLLGDPCPMLESPGAPCRSAQASVSCALEALEPFWEVLVRSTETVERDNMEEDNVEESEEEGPWEPPVLPILTWPVLQSRTGLVYDQNMMNHCNLWDSHH.... The pIC50 is 5.5.